From a dataset of Full USPTO retrosynthesis dataset with 1.9M reactions from patents (1976-2016). Predict the reactants needed to synthesize the given product. (1) Given the product [N:1]1[C:5]2[CH:6]=[CH:7][CH:8]=[CH:9][C:4]=2[NH:3][C:2]=1[CH2:10][CH2:11][C:12]1[CH:17]=[CH:16][CH:15]=[C:14]([O:18][CH2:25][CH3:26])[CH:13]=1, predict the reactants needed to synthesize it. The reactants are: [N:1]1[C:5]2[CH:6]=[CH:7][CH:8]=[CH:9][C:4]=2[NH:3][C:2]=1[CH2:10][CH2:11][C:12]1[CH:13]=[C:14]([OH:18])[CH:15]=[CH:16][CH:17]=1.C([O-])([O-])=O.[K+].[K+].[CH2:25](I)[CH3:26].C(C1C2NC(CC)=NC=2C=CC=1)C. (2) Given the product [CH2:1]([NH:8][CH:9]=[O:10])[C:2]1[CH:7]=[CH:6][CH:5]=[CH:4][CH:3]=1.[S-:11][C:12]#[N:13].[Na+:14], predict the reactants needed to synthesize it. The reactants are: [CH2:1]([NH:8][CH:9]=[O:10])[C:2]1[CH:7]=[CH:6][CH:5]=[CH:4][CH:3]=1.[S-:11][C:12]#[N:13].[Na+:14].